This data is from Forward reaction prediction with 1.9M reactions from USPTO patents (1976-2016). The task is: Predict the product of the given reaction. (1) The product is: [N:35]1[C:36]2[C:41](=[CH:40][CH:39]=[CH:38][CH:37]=2)[CH:42]=[CH:43][C:34]=1[N:31]1[CH2:32][CH2:33][N:28]([CH2:27][CH2:26][CH2:25][CH2:24][C:18]2[NH:17][O:16][C:15]3[C:14]4[CH2:13][CH2:12][NH:11][CH2:23][C:22]=4[S:21][C:20]=3[N:19]=2)[CH2:29][CH2:30]1. Given the reactants C(OC([N:11]1[CH2:23][C:22]2[S:21][C:20]3[N:19]=[C:18]([CH2:24][CH2:25][CH2:26][CH2:27][N:28]4[CH2:33][CH2:32][N:31]([C:34]5[CH:43]=[CH:42][C:41]6[C:36](=[CH:37][CH:38]=[CH:39][CH:40]=6)[N:35]=5)[CH2:30][CH2:29]4)[NH:17][O:16][C:15]=3[C:14]=2[CH2:13][CH2:12]1)=O)C1C=CC=CC=1.Br.C(O)(=O)C.C(=O)([O-])O.[Na+], predict the reaction product. (2) Given the reactants [Br:1][C:2]1[CH:7]=[CH:6][C:5]([C:8]2([CH3:11])[CH2:10][CH2:9]2)=[CH:4][CH:3]=1.C([Zn]CC)C.FC(F)(F)C(O)=O.C(I)I.BrC1C=CC(C(C)=C)=C([Cl:37])C=1, predict the reaction product. The product is: [Br:1][C:2]1[CH:7]=[CH:6][C:5]([C:8]2([CH3:11])[CH2:10][CH2:9]2)=[C:4]([Cl:37])[CH:3]=1. (3) Given the reactants [O:1]=[C:2]1[CH2:6][CH2:5][CH2:4][CH:3]1[C:7]([O:9][CH2:10][C:11]1[CH:16]=[CH:15][CH:14]=[CH:13][CH:12]=1)=[O:8].Br[CH2:18][CH:19]=[CH2:20].[In], predict the reaction product. The product is: [CH2:20]([C:2]1([OH:1])[CH2:6][CH2:5][CH2:4][CH:3]1[C:7]([O:9][CH2:10][C:11]1[CH:16]=[CH:15][CH:14]=[CH:13][CH:12]=1)=[O:8])[CH:19]=[CH2:18]. (4) Given the reactants [CH3:1][O:2][C:3]1[CH:4]=[C:5]([C:9]2[CH2:10][CH2:11][CH2:12][N:13]=2)[CH:6]=[CH:7][CH:8]=1.C([BH3-])#N.[Na+].C(O)(=O)C, predict the reaction product. The product is: [CH3:1][O:2][C:3]1[CH:4]=[C:5]([CH:9]2[CH2:10][CH2:11][CH2:12][NH:13]2)[CH:6]=[CH:7][CH:8]=1. (5) Given the reactants S([CH2:11][N+:12]#[C-])(C1C=CC(C)=CC=1)(=O)=O.O=[C:15]1[CH2:21][CH:20]2[N:22]([C:23]([O:25][CH2:26][CH3:27])=[O:24])[CH:17]([CH2:18][CH2:19]2)[CH2:16]1.CC(C)([O-])C.[K+].O, predict the reaction product. The product is: [C:11]([CH:15]1[CH2:21][CH:20]2[N:22]([C:23]([O:25][CH2:26][CH3:27])=[O:24])[CH:17]([CH2:18][CH2:19]2)[CH2:16]1)#[N:12]. (6) Given the reactants [NH2:1][C:2]1[CH:3]=[C:4]2[C:10](=[CH:11][CH:12]=1)[CH:9]1[CH2:13][CH2:14][CH:5]2[CH2:6][N:7]([C:15](=[O:20])[C:16]([F:19])([F:18])[F:17])[CH2:8]1.C1C(=O)N([Br:28])C(=O)C1, predict the reaction product. The product is: [NH2:1][C:2]1[C:3]([Br:28])=[C:4]2[C:10](=[CH:11][CH:12]=1)[CH:9]1[CH2:13][CH2:14][CH:5]2[CH2:6][N:7]([C:15](=[O:20])[C:16]([F:19])([F:17])[F:18])[CH2:8]1. (7) Given the reactants [Cl:1][C:2]1[N:10]=[C:9]2[C:5]([N:6]=[CH:7][NH:8]2)=[C:4]([Cl:11])[N:3]=1.C(=O)([O-])[O-].[K+].[K+].Br[CH2:19][C:20]1[CH:25]=[CH:24][C:23]([C:26]#[N:27])=[CH:22][CH:21]=1, predict the reaction product. The product is: [Cl:1][C:2]1[N:10]=[C:9]2[C:5]([N:6]=[CH:7][N:8]2[CH2:19][C:20]2[CH:25]=[CH:24][C:23]([C:26]#[N:27])=[CH:22][CH:21]=2)=[C:4]([Cl:11])[N:3]=1. (8) Given the reactants [Cl:1][C:2]1[CH:9]=[CH:8][C:5]([CH:6]=[CH2:7])=[CH:4][CH:3]=1.[N+](=[CH:12][C:13]([O:15]CC)=[O:14])=[N-], predict the reaction product. The product is: [Cl:1][C:2]1[CH:9]=[CH:8][C:5]([CH:6]2[CH2:7][CH:12]2[C:13]([OH:15])=[O:14])=[CH:4][CH:3]=1.